Dataset: Full USPTO retrosynthesis dataset with 1.9M reactions from patents (1976-2016). Task: Predict the reactants needed to synthesize the given product. (1) Given the product [C:1]([C:3]1[CH:4]=[CH:5][C:6]([C:9]2[C:10]([C:18]([OH:20])=[O:19])=[C:11]([CH2:15][CH2:16][CH3:17])[NH:12][C:13]=2[CH3:14])=[CH:7][CH:8]=1)#[N:2], predict the reactants needed to synthesize it. The reactants are: [C:1]([C:3]1[CH:8]=[CH:7][C:6]([C:9]2[C:10]([C:18]([O:20]CC3C=CC=CC=3)=[O:19])=[C:11]([CH2:15][CH2:16][CH3:17])[NH:12][C:13]=2[CH3:14])=[CH:5][CH:4]=1)#[N:2].C1COCC1. (2) Given the product [NH2:10][C@@H:8]([C:6]1[CH:7]=[C:2]([Cl:1])[CH:3]=[CH:4][C:5]=1[CH2:25][N:26]1[C:31]2[CH:32]=[CH:33][NH:34][C:30]=2[C:29](=[O:35])[NH:28][C:27]1=[S:36])[CH3:9], predict the reactants needed to synthesize it. The reactants are: [Cl:1][C:2]1[CH:3]=[CH:4][C:5]([CH2:25][N:26]2[C:31]3[CH:32]=[CH:33][NH:34][C:30]=3[C:29](=[O:35])[NH:28][C:27]2=[S:36])=[C:6]([C@H:8]([N:10](C(OC(C)(C)C)=O)C(OC(C)(C)C)=O)[CH3:9])[CH:7]=1.Cl.O.[OH-].[NH4+].